Predict the reaction yield, written as a fraction of the theoretical maximum amount of product (1.0 means a 100% yield; for example, 0.34 means a 34% yield). From a dataset of Reaction yield outcomes from USPTO patents with 853,638 reactions. (1) The reactants are [Br:1][C:2]1[CH:7]=[CH:6][C:5]([OH:8])=[CH:4][C:3]=1[CH:9]([CH3:11])[CH3:10].Cl[Si:13]([C:16]([CH3:19])([CH3:18])[CH3:17])([CH3:15])[CH3:14].N1C=CN=C1. The catalyst is CN(C=O)C.O. The product is [Br:1][C:2]1[CH:7]=[CH:6][C:5]([O:8][Si:13]([C:16]([CH3:19])([CH3:18])[CH3:17])([CH3:15])[CH3:14])=[CH:4][C:3]=1[CH:9]([CH3:11])[CH3:10]. The yield is 0.870. (2) The reactants are [Cl-].O[NH3+:3].[C:4](=[O:7])([O-])[OH:5].[Na+].CS(C)=O.[F:13][C:14]1[CH:15]=[C:16]([C:44]2[C:45]([C:50]#[N:51])=[CH:46][CH:47]=[CH:48][CH:49]=2)[CH:17]=[CH:18][C:19]=1[CH2:20][C:21]1[C:26](=[O:27])[N:25]([C:28]2[CH:33]=[CH:32][C:31]([O:34][C:35]([CH3:39])([CH3:38])[CH2:36][OH:37])=[CH:30][CH:29]=2)[C:24]([CH3:40])=[N:23][C:22]=1[CH2:41][CH2:42][CH3:43]. The catalyst is O.C(OCC)(=O)C. The product is [F:13][C:14]1[CH:15]=[C:16]([C:44]2[CH:49]=[CH:48][CH:47]=[CH:46][C:45]=2[C:50]2[NH:3][C:4](=[O:7])[O:5][N:51]=2)[CH:17]=[CH:18][C:19]=1[CH2:20][C:21]1[C:26](=[O:27])[N:25]([C:28]2[CH:33]=[CH:32][C:31]([O:34][C:35]([CH3:38])([CH3:39])[CH2:36][OH:37])=[CH:30][CH:29]=2)[C:24]([CH3:40])=[N:23][C:22]=1[CH2:41][CH2:42][CH3:43]. The yield is 0.610.